Dataset: Forward reaction prediction with 1.9M reactions from USPTO patents (1976-2016). Task: Predict the product of the given reaction. Given the reactants [Cl-].[NH4+].[Cl:3][C:4]1[CH:9]=[CH:8][C:7]([CH:10]([NH:23][C:24](=[O:30])[O:25][C:26]([CH3:29])([CH3:28])[CH3:27])[CH2:11][CH2:12][NH:13][C:14](OC2C=CC=CC=2)=[O:15])=[CH:6][CH:5]=1.C([N:33](CC)CC)C, predict the reaction product. The product is: [Cl:3][C:4]1[CH:9]=[CH:8][C:7]([CH:10]([NH:23][C:24](=[O:30])[O:25][C:26]([CH3:29])([CH3:28])[CH3:27])[CH2:11][CH2:12][NH:13][C:14]([NH2:33])=[O:15])=[CH:6][CH:5]=1.